From a dataset of Catalyst prediction with 721,799 reactions and 888 catalyst types from USPTO. Predict which catalyst facilitates the given reaction. (1) Reactant: [BH4-].[Na+].[F:3][C:4]1[CH:9]=[CH:8][C:7]([F:10])=[CH:6][C:5]=1[C:11]1[CH2:12][CH2:13][CH2:14][N:15]=1. Product: [F:3][C:4]1[CH:9]=[CH:8][C:7]([F:10])=[CH:6][C:5]=1[CH:11]1[CH2:12][CH2:13][CH2:14][NH:15]1. The catalyst class is: 8. (2) Reactant: [NH2:1][C:2]1[CH:7]=[CH:6][C:5]([N:8]2[CH2:12][CH2:11][CH2:10][C:9]2=[O:13])=[CH:4][CH:3]=1.[Cl:14][C:15]1[S:19][C:18]([C:20]([NH:22][CH2:23][CH:24]2[CH2:26][O:25]2)=[O:21])=[CH:17][CH:16]=1. Product: [Cl:14][C:15]1[S:19][C:18]([C:20]([NH:22][CH2:23][CH:24]([OH:25])[CH2:26][NH:1][C:2]2[CH:7]=[CH:6][C:5]([N:8]3[CH2:12][CH2:11][CH2:10][C:9]3=[O:13])=[CH:4][CH:3]=2)=[O:21])=[CH:17][CH:16]=1. The catalyst class is: 40. (3) Reactant: [I:1][C:2]1[CH:7]=[C:6]([N+:8]([O-])=O)[CH:5]=[C:4]([I:11])[CH:3]=1.O.O.Cl[Sn]Cl.[OH-].[Na+]. Product: [I:1][C:2]1[CH:7]=[C:6]([CH:5]=[C:4]([I:11])[CH:3]=1)[NH2:8]. The catalyst class is: 8. (4) Reactant: [Cl:1][C:2]1[CH:3]=[C:4]([CH:30]=C)[C:5]2[C:6]([CH:29]=1)=[N:7][N:8]([CH2:10][C:11]([NH:15][C:16](=[O:28])[C:17]1[CH:22]=[CH:21][C:20]([O:23][C:24]([F:27])([F:26])[F:25])=[CH:19][CH:18]=1)([C:13]#[N:14])[CH3:12])[N:9]=2.C(Cl)Cl.[O:35]=[O+][O-]. Product: [Cl:1][C:2]1[CH:3]=[C:4]([CH:30]=[O:35])[C:5]2[C:6]([CH:29]=1)=[N:7][N:8]([CH2:10][C:11]([NH:15][C:16](=[O:28])[C:17]1[CH:22]=[CH:21][C:20]([O:23][C:24]([F:25])([F:27])[F:26])=[CH:19][CH:18]=1)([C:13]#[N:14])[CH3:12])[N:9]=2. The catalyst class is: 5. (5) Reactant: [C:1]([C:4]1[CH:5]=[CH:6][C:7]([NH:10][C:11](=[O:28])[CH:12]([NH:16][C:17](=[O:27])[CH2:18][C:19]2[CH:24]=[C:23]([F:25])[CH:22]=[C:21]([F:26])[CH:20]=2)[CH2:13][CH2:14][CH3:15])=[N:8][CH:9]=1)(=O)[CH3:2].[NH2:29][CH2:30][CH2:31][OH:32].C(O[BH-](OC(=O)C)OC(=O)C)(=O)C.[Na+].C([BH3-])#N.[Na+]. Product: [OH:32][CH2:31][CH2:30][NH:29][CH:1]([C:4]1[CH:5]=[CH:6][C:7]([NH:10][C:11](=[O:28])[CH:12]([NH:16][C:17](=[O:27])[CH2:18][C:19]2[CH:24]=[C:23]([F:25])[CH:22]=[C:21]([F:26])[CH:20]=2)[CH2:13][CH2:14][CH3:15])=[N:8][CH:9]=1)[CH3:2]. The catalyst class is: 15. (6) Reactant: C[O:2][C:3]([C@H:5]1[CH2:8][C@H:7]([N:9]2[C:13]3[N:14]=[CH:15][N:16]=[C:17]([NH2:18])[C:12]=3[C:11]([C:19]3[CH:24]=[CH:23][CH:22]=[C:21]([O:25][CH2:26][C:27]4[CH:32]=[CH:31][CH:30]=[CH:29][CH:28]=4)[CH:20]=3)=[C:10]2[CH2:33][CH3:34])[CH2:6]1)=O.[H-].[Al+3].[Li+].[H-].[H-].[H-]. Product: [NH2:18][C:17]1[C:12]2[C:11]([C:19]3[CH:24]=[CH:23][CH:22]=[C:21]([O:25][CH2:26][C:27]4[CH:32]=[CH:31][CH:30]=[CH:29][CH:28]=4)[CH:20]=3)=[C:10]([CH2:33][CH3:34])[N:9]([C@H:7]3[CH2:6][C@H:5]([CH2:3][OH:2])[CH2:8]3)[C:13]=2[N:14]=[CH:15][N:16]=1. The catalyst class is: 1. (7) Reactant: S(Cl)(Cl)=O.[C:5]([NH:13][NH:14][C:15](=[O:22])[CH2:16][CH2:17][C:18]([O:20][CH3:21])=[O:19])(=O)[C:6]1[CH:11]=[CH:10][CH:9]=[CH:8][CH:7]=1.N1C=CC=CC=1. Product: [C:6]1([C:5]2[O:22][C:15]([CH2:16][CH2:17][C:18]([O:20][CH3:21])=[O:19])=[N:14][N:13]=2)[CH:7]=[CH:8][CH:9]=[CH:10][CH:11]=1. The catalyst class is: 7.